Dataset: Peptide-MHC class I binding affinity with 185,985 pairs from IEDB/IMGT. Task: Regression. Given a peptide amino acid sequence and an MHC pseudo amino acid sequence, predict their binding affinity value. This is MHC class I binding data. (1) The peptide sequence is WASRELERF. The MHC is HLA-A68:02 with pseudo-sequence HLA-A68:02. The binding affinity (normalized) is 0. (2) The peptide sequence is SFEPIPIHY. The MHC is HLA-A23:01 with pseudo-sequence HLA-A23:01. The binding affinity (normalized) is 0.00982. (3) The peptide sequence is EIAQHGAWY. The MHC is HLA-B58:01 with pseudo-sequence HLA-B58:01. The binding affinity (normalized) is 0.0847. (4) The peptide sequence is PIFFCLWVY. The MHC is HLA-A11:01 with pseudo-sequence HLA-A11:01. The binding affinity (normalized) is 0. (5) The peptide sequence is FFSPFFFSL. The MHC is HLA-A02:19 with pseudo-sequence HLA-A02:19. The binding affinity (normalized) is 0.0847. (6) The peptide sequence is EFIRIIRPDY. The MHC is HLA-A11:01 with pseudo-sequence HLA-A11:01. The binding affinity (normalized) is 0. (7) The peptide sequence is HSLPRCWLV. The MHC is HLA-A02:02 with pseudo-sequence HLA-A02:02. The binding affinity (normalized) is 0.401.